This data is from Full USPTO retrosynthesis dataset with 1.9M reactions from patents (1976-2016). The task is: Predict the reactants needed to synthesize the given product. (1) Given the product [Cl:1][C:2]1[C:7]([Cl:8])=[CH:6][C:5]2[O:9][CH2:10][C:11](=[O:12])[NH:16][C:4]=2[CH:3]=1, predict the reactants needed to synthesize it. The reactants are: [Cl:1][C:2]1[C:7]([Cl:8])=[CH:6][C:5]([O:9][CH2:10][C:11](OCC)=[O:12])=[C:4]([N+:16]([O-])=O)[CH:3]=1.O.O.Cl[Sn]Cl.CC#N.O.FC(F)(F)C(O)=O. (2) Given the product [NH2:33][C:22]1[CH2:21][O:20][CH2:19][C@:18]([C:16]2[CH:17]=[C:12]([NH:11][CH:6]3[C:5]4[N:4]=[CH:3][C:2]([Cl:1])=[CH:10][C:9]=4[CH2:8][CH2:7]3)[CH:13]=[CH:14][C:15]=2[F:26])([CH3:25])[N:23]=1, predict the reactants needed to synthesize it. The reactants are: [Cl:1][C:2]1[CH:3]=[N:4][C:5]2[CH:6]([NH:11][C:12]3[CH:13]=[CH:14][C:15]([F:26])=[C:16]([C@@:18]4([CH3:25])[NH:23][C:22](=S)[CH2:21][O:20][CH2:19]4)[CH:17]=3)[CH2:7][CH2:8][C:9]=2[CH:10]=1.C(OO)(C)(C)C.[NH3:33]. (3) Given the product [Cl:1][C:2]1[C:3]([CH3:11])=[C:4]([CH:8]=[CH:9][CH:10]=1)[C:5]([Cl:15])=[O:6], predict the reactants needed to synthesize it. The reactants are: [Cl:1][C:2]1[C:3]([CH3:11])=[C:4]([CH:8]=[CH:9][CH:10]=1)[C:5](O)=[O:6].C(Cl)(=O)C([Cl:15])=O.CN(C)C=O. (4) Given the product [CH:29]1([C:26]2[CH:27]=[N:28][C:19]([NH:11][C:8]3[CH:9]=[C:10]4[C:5]([C:4]([C:12]5[CH:13]=[CH:14][CH:15]=[CH:16][CH:17]=5)=[CH:3][N:2]4[CH3:1])=[CH:6][CH:7]=3)=[C:20]([CH:25]=2)[C:21]([O:23][CH3:24])=[O:22])[CH2:30][CH2:31]1, predict the reactants needed to synthesize it. The reactants are: [CH3:1][N:2]1[C:10]2[C:5](=[CH:6][CH:7]=[C:8]([NH2:11])[CH:9]=2)[C:4]([C:12]2[CH:17]=[CH:16][CH:15]=[CH:14][CH:13]=2)=[CH:3]1.Cl[C:19]1[N:28]=[CH:27][C:26]([CH:29]2[CH2:31][CH2:30]2)=[CH:25][C:20]=1[C:21]([O:23][CH3:24])=[O:22].C(=O)([O-])[O-].[Cs+].[Cs+].C1(P(C2CCCCC2)C2C(OC)=CC=C(OC)C=2C2C(C(C)C)=CC(C(C)C)=CC=2C(C)C)CCCCC1. (5) Given the product [Cl:38][C:2]1[C:3]([N:17]2[CH2:22][CH2:21][CH2:20][C@@H:19]([NH:23][C:24](=[O:30])[O:25][C:26]([CH3:29])([CH3:28])[CH3:27])[CH2:18]2)=[C:4]2[C:10]([NH:11][C:12](=[O:16])[CH:13]([CH3:15])[CH3:14])=[CH:9][NH:8][C:5]2=[N:6][CH:7]=1, predict the reactants needed to synthesize it. The reactants are: Br[C:2]1[C:3]([N:17]2[CH2:22][CH2:21][CH2:20][C@@H:19]([NH:23][C:24](=[O:30])[O:25][C:26]([CH3:29])([CH3:28])[CH3:27])[CH2:18]2)=[C:4]2[C:10]([NH:11][C:12](=[O:16])[CH:13]([CH3:15])[CH3:14])=[CH:9][NH:8][C:5]2=[N:6][CH:7]=1.[Li]C.[Li]CCCC.[Cl:38]C(Cl)(Cl)C(Cl)(Cl)Cl. (6) Given the product [C:21]([O:20][C:18](=[O:19])[C@@H:17]([NH:16][C:14]([C:10]1[C:9](=[O:31])[N:8]([CH:7]([C:1]2[CH:2]=[CH:3][CH:4]=[CH:5][CH:6]=2)[C:32]2[CH:37]=[CH:36][CH:35]=[CH:34][CH:33]=2)[CH:13]=[CH:12][CH:11]=1)=[O:15])[CH2:25][CH2:26][C:27]([OH:29])=[O:28])([CH3:24])([CH3:22])[CH3:23], predict the reactants needed to synthesize it. The reactants are: [C:1]1([CH:7]([C:32]2[CH:37]=[CH:36][CH:35]=[CH:34][CH:33]=2)[N:8]2[CH:13]=[CH:12][CH:11]=[C:10]([C:14]([NH:16][C@@H:17]([CH2:25][CH2:26][C:27]([O:29]C)=[O:28])[C:18]([O:20][C:21]([CH3:24])([CH3:23])[CH3:22])=[O:19])=[O:15])[C:9]2=[O:31])[CH:6]=[CH:5][CH:4]=[CH:3][CH:2]=1. (7) Given the product [ClH:37].[C:1]1([N:7]([CH2:30][CH2:31][C:32]2[NH:36][N:35]=[N:34][N:33]=2)[C:8]([C:10]2[CH:29]=[CH:28][C:13]3[N:14]([CH3:27])[C:15]([CH2:17][CH2:18][C:19]4[CH:24]=[CH:23][C:22]([C:25](=[NH:42])[NH2:26])=[CH:21][CH:20]=4)=[N:16][C:12]=3[CH:11]=2)=[O:9])[CH:6]=[CH:5][CH:4]=[CH:3][CH:2]=1, predict the reactants needed to synthesize it. The reactants are: [C:1]1([N:7]([CH2:30][CH2:31][C:32]2[NH:36][N:35]=[N:34][N:33]=2)[C:8]([C:10]2[CH:29]=[CH:28][C:13]3[N:14]([CH3:27])[C:15]([CH2:17][CH2:18][C:19]4[CH:24]=[CH:23][C:22]([C:25]#[N:26])=[CH:21][CH:20]=4)=[N:16][C:12]=3[CH:11]=2)=[O:9])[CH:6]=[CH:5][CH:4]=[CH:3][CH:2]=1.[ClH:37].C(=O)([O-])[O-].[NH4+:42].[NH4+].